From a dataset of Full USPTO retrosynthesis dataset with 1.9M reactions from patents (1976-2016). Predict the reactants needed to synthesize the given product. Given the product [C:1]([O:5][C:6](=[O:23])[NH:7][C:8]1[CH:13]=[C:12]([N:14]2[CH2:15][CH2:16][O:17][CH2:18][CH2:19]2)[C:11]([C:20]#[N:21])=[CH:10][C:9]=1[NH:22][C:29](=[O:28])[CH2:30][C:31]([C:33]1[CH:38]=[CH:37][CH:36]=[C:35]([C:39]2[O:43][N:42]=[C:41]([CH3:44])[CH:40]=2)[CH:34]=1)=[O:32])([CH3:4])([CH3:2])[CH3:3], predict the reactants needed to synthesize it. The reactants are: [C:1]([O:5][C:6](=[O:23])[NH:7][C:8]1[CH:13]=[C:12]([N:14]2[CH2:19][CH2:18][O:17][CH2:16][CH2:15]2)[C:11]([C:20]#[N:21])=[CH:10][C:9]=1[NH2:22])([CH3:4])([CH3:3])[CH3:2].C([O:28][C:29](=O)[CH2:30][C:31]([C:33]1[CH:38]=[CH:37][CH:36]=[C:35]([C:39]2[O:43][N:42]=[C:41]([CH3:44])[CH:40]=2)[CH:34]=1)=[O:32])(C)(C)C.